Dataset: Reaction yield outcomes from USPTO patents with 853,638 reactions. Task: Predict the reaction yield, written as a fraction of the theoretical maximum amount of product (1.0 means a 100% yield; for example, 0.34 means a 34% yield). The reactants are [H-].[Na+].Cl[CH2:4][CH2:5][NH:6][C:7]([NH:9][C:10]1[CH:15]=[CH:14][N:13]=[CH:12][CH:11]=1)=[O:8].O1CCCC1.CN(C=O)C. The catalyst is CO. The product is [N:13]1[CH:14]=[CH:15][C:10]([N:9]2[CH2:4][CH2:5][NH:6][C:7]2=[O:8])=[CH:11][CH:12]=1. The yield is 0.270.